From a dataset of HIV replication inhibition screening data with 41,000+ compounds from the AIDS Antiviral Screen. Binary Classification. Given a drug SMILES string, predict its activity (active/inactive) in a high-throughput screening assay against a specified biological target. (1) The compound is O=c1oc2ccccc2c2c1Sc1ccccc1N2. The result is 0 (inactive). (2) The drug is COP1(=O)Oc2ccccc2C(=O)C(C(F)(F)F)(C(F)(F)F)O1. The result is 0 (inactive). (3) The drug is Cc1nc2c(Cl)cc(Cl)cc2c(Cl)c1CCCl. The result is 0 (inactive). (4) The compound is COc1ccc2cc1Oc1ccc(cc1)CC1c3cc(c(OC)cc3CCN1C)Oc1c(OC)c(OC)c(OC)c3c1C(C2)N(C)CC3. The result is 0 (inactive). (5) The drug is Oc1nc(NCc2ccncc2)nc2[nH]cnc12. The result is 0 (inactive).